Predict the product of the given reaction. From a dataset of Forward reaction prediction with 1.9M reactions from USPTO patents (1976-2016). (1) Given the reactants [CH3:1][O:2][C:3]1[CH:8]=[CH:7][CH:6]=[C:5]([O:9]CC2C=CC(OC)=CC=2)[C:4]=1[C:19]1[NH:23][N:22]=[C:21]([NH:24][C:25]2[N:26]=[CH:27][C:28]([C:31]#[N:32])=[N:29][CH:30]=2)[CH:20]=1.Cl.CCCC(C)C, predict the reaction product. The product is: [OH:9][C:5]1[CH:6]=[CH:7][CH:8]=[C:3]([O:2][CH3:1])[C:4]=1[C:19]1[NH:23][N:22]=[C:21]([NH:24][C:25]2[N:26]=[CH:27][C:28]([C:31]#[N:32])=[N:29][CH:30]=2)[CH:20]=1. (2) Given the reactants [Br:1][C:2]1[CH:7]=[CH:6][C:5](I)=[CH:4][CH:3]=1.C(=O)([O-])[O-].[K+].[K+], predict the reaction product. The product is: [Br:1][C:2]1[CH:7]=[CH:6][C:5]([C:5]2[CH:6]=[CH:7][C:2]([Br:1])=[CH:3][CH:4]=2)=[CH:4][CH:3]=1. (3) Given the reactants [CH:1]([C:4]1[C:12]2[O:11][C:10]([C:13]3[CH:18]=[CH:17][C:16]([O:19]C)=[CH:15][CH:14]=3)=[CH:9][C:8]=2[CH:7]=[C:6]([O:21]C)[CH:5]=1)([CH3:3])[CH3:2].Cl.N1C=CC=CC=1, predict the reaction product. The product is: [OH:19][C:16]1[CH:17]=[CH:18][C:13]([C:10]2[O:11][C:12]3[C:4]([CH:1]([CH3:2])[CH3:3])=[CH:5][C:6]([OH:21])=[CH:7][C:8]=3[CH:9]=2)=[CH:14][CH:15]=1. (4) Given the reactants Br[C:2]1[N:7]=[CH:6][C:5]([CH:8]([NH:10][C:11](=[O:13])[CH3:12])[CH3:9])=[CH:4][CH:3]=1.[CH2:14]([O:16][C:17]1[CH:27]=[CH:26][C:20]([O:21][CH:22]2[CH2:25][NH:24][CH2:23]2)=[CH:19][CH:18]=1)[CH3:15], predict the reaction product. The product is: [CH2:14]([O:16][C:17]1[CH:27]=[CH:26][C:20]([O:21][CH:22]2[CH2:25][N:24]([C:2]3[N:7]=[CH:6][C:5]([CH:8]([NH:10][C:11](=[O:13])[CH3:12])[CH3:9])=[CH:4][CH:3]=3)[CH2:23]2)=[CH:19][CH:18]=1)[CH3:15].